Dataset: Full USPTO retrosynthesis dataset with 1.9M reactions from patents (1976-2016). Task: Predict the reactants needed to synthesize the given product. (1) Given the product [CH:14]1([C:12]2[N:11]([C:3]3[CH:4]=[C:5]([N+:8]([O-:10])=[O:9])[CH:6]=[CH:7][C:2]=3[F:1])[N:38]=[N:37][N:36]=2)[CH2:16][CH2:15]1, predict the reactants needed to synthesize it. The reactants are: [F:1][C:2]1[CH:7]=[CH:6][C:5]([N+:8]([O-:10])=[O:9])=[CH:4][C:3]=1[NH:11][C:12]([CH:14]1[CH2:16][CH2:15]1)=O.O(S(C(F)(F)F)(=O)=O)S(C(F)(F)F)(=O)=O.[Si]([N:36]=[N+:37]=[N-:38])(C)(C)C.C([O-])(O)=O.[Na+]. (2) Given the product [CH3:22][C:20]1[C:21](=[N:12][NH:1][C:2]2[N:3]=[N:4][NH:5][N:6]=2)[C:17]([NH2:16])=[N:18][N:19]=1, predict the reactants needed to synthesize it. The reactants are: [NH2:1][C:2]1[NH:6][N:5]=[N:4][N:3]=1.S(=O)(=O)(O)O.[N:12]([O-])=O.[Na+].[NH2:16][C:17]1[CH:21]=[C:20]([CH3:22])[NH:19][N:18]=1. (3) Given the product [OH:1][C@:2]12[CH2:26][C@@H:25]([OH:27])[CH2:24][CH2:23][C@:22]1([CH3:28])[C@@H:21]1[C@H:5]([C@H:6]3[C@:18]([CH3:29])([CH2:19][CH2:20]1)[C@@H:9]([C@H:10]([CH3:17])[CH2:11][CH2:12][CH2:13][CH:14]([CH3:16])[CH3:15])[CH2:8][CH2:7]3)[CH2:4][C@H:3]2[NH:30][CH2:31][CH2:32][C:33]1[N:34]=[CH:35][NH:36][CH:37]=1.[C:38]1([S:44]([O-:47])(=[O:46])=[O:45])[CH:43]=[CH:42][CH:41]=[CH:40][CH:39]=1, predict the reactants needed to synthesize it. The reactants are: [OH:1][C@:2]12[CH2:26][C@@H:25]([OH:27])[CH2:24][CH2:23][C@:22]1([CH3:28])[C@@H:21]1[C@H:5]([C@H:6]3[C@:18]([CH3:29])([CH2:19][CH2:20]1)[C@@H:9]([C@H:10]([CH3:17])[CH2:11][CH2:12][CH2:13][CH:14]([CH3:16])[CH3:15])[CH2:8][CH2:7]3)[CH2:4][C@H:3]2[NH:30][CH2:31][CH2:32][C:33]1[N:34]=[CH:35][NH:36][CH:37]=1.[C:38]1([S:44]([OH:47])(=[O:46])=[O:45])[CH:43]=[CH:42][CH:41]=[CH:40][CH:39]=1. (4) Given the product [NH2:1][C:2]1[C:11]2[N:10]=[CH:9][C:8]([CH2:12][CH2:13][C:14]3[CH:24]=[CH:23][C:17]([CH2:18][OH:19])=[CH:16][C:15]=3[CH3:25])=[CH:7][C:6]=2[C:5]2[CH:26]=[CH:27][C:28]([CH3:30])=[CH:29][C:4]=2[N:3]=1, predict the reactants needed to synthesize it. The reactants are: [NH2:1][C:2]1[C:11]2[N:10]=[CH:9][C:8]([CH2:12][CH2:13][C:14]3[CH:24]=[CH:23][C:17]([C:18](OCC)=[O:19])=[CH:16][C:15]=3[CH3:25])=[CH:7][C:6]=2[C:5]2[CH:26]=[CH:27][C:28]([CH3:30])=[CH:29][C:4]=2[N:3]=1.CC(C[AlH]CC(C)C)C.C1(C)C=CC=CC=1.[C@H](O)(C([O-])=O)[C@@H](O)C([O-])=O.[Na+].[K+]. (5) Given the product [Cl:20][C:15]1[N:14]=[C:13]([CH2:2][C:3]2[C:8]([Cl:9])=[CH:7][CH:6]=[CH:5][C:4]=2[Cl:10])[N:18]=[C:17]([NH:21][C:22]2[CH:29]=[CH:28][C:25]([C:26]#[N:27])=[CH:24][CH:23]=2)[N:16]=1, predict the reactants needed to synthesize it. The reactants are: Br[CH2:2][C:3]1[C:8]([Cl:9])=[CH:7][CH:6]=[CH:5][C:4]=1[Cl:10].[Mg].Cl[C:13]1[N:18]=[C:17](Cl)[N:16]=[C:15]([Cl:20])[N:14]=1.[NH2:21][C:22]1[CH:29]=[CH:28][C:25]([C:26]#[N:27])=[CH:24][CH:23]=1. (6) Given the product [Cl:10][C:6]1[N:5]=[C:4]([CH3:11])[N:3]=[C:2]([N:21]2[CH2:22][CH2:23][CH:24]([C:27]3[CH:36]=[CH:35][C:34]4[C:29](=[N:30][CH:31]=[CH:32][CH:33]=4)[N:28]=3)[CH2:25][CH2:26]2)[C:7]=1[O:8][CH3:9], predict the reactants needed to synthesize it. The reactants are: Cl[C:2]1[C:7]([O:8][CH3:9])=[C:6]([Cl:10])[N:5]=[C:4]([CH3:11])[N:3]=1.C(N(C(C)C)CC)(C)C.[NH:21]1[CH2:26][CH2:25][CH:24]([C:27]2[CH:36]=[CH:35][C:34]3[C:29](=[N:30][CH:31]=[CH:32][CH:33]=3)[N:28]=2)[CH2:23][CH2:22]1.C(=O)(O)[O-].[Na+]. (7) Given the product [NH2:2][C:3]1[N:8]=[C:7]([CH3:9])[C:6]([CH2:10][NH:11][C:12]2[C:13]3[C:14](=[C:18]([C:34]([OH:36])=[O:35])[N:19]([CH2:21][C:22]4[CH:23]=[CH:24][C:25]([CH2:28][N:29]5[CH:33]=[CH:32][CH:31]=[N:30]5)=[CH:26][CH:27]=4)[CH:20]=3)[N:15]=[CH:16][N:17]=2)=[C:5]([CH3:39])[CH:4]=1, predict the reactants needed to synthesize it. The reactants are: Cl.[NH2:2][C:3]1[N:8]=[C:7]([CH3:9])[C:6]([CH2:10][NH:11][C:12]2[C:13]3[C:14](=[C:18]([C:34]([O:36]CC)=[O:35])[N:19]([CH2:21][C:22]4[CH:27]=[CH:26][C:25]([CH2:28][N:29]5[CH:33]=[CH:32][CH:31]=[N:30]5)=[CH:24][CH:23]=4)[CH:20]=3)[N:15]=[CH:16][N:17]=2)=[C:5]([CH3:39])[CH:4]=1.[Li+].[OH-].C(O)(=O)CC(CC(O)=O)(C(O)=O)O. (8) The reactants are: [C:1]([NH:20][C@H:21]([C:25]([O:27][CH2:28][CH:29]([CH2:32][CH:33]=[CH2:34])[CH2:30][OH:31])=[O:26])[CH:22]([CH3:24])[CH3:23])([C:14]1[CH:19]=[CH:18][CH:17]=[CH:16][CH:15]=1)([C:8]1[CH:13]=[CH:12][CH:11]=[CH:10][CH:9]=1)[C:2]1[CH:7]=[CH:6][CH:5]=[CH:4][CH:3]=1.N1C=CC=CC=1.[C:41](Cl)(=[O:59])[CH2:42][CH2:43][CH2:44][CH2:45][CH2:46][CH2:47][CH2:48][CH2:49][CH2:50][CH2:51][CH2:52][CH2:53][CH2:54][CH2:55][CH2:56][CH2:57][CH3:58]. Given the product [C:1]([NH:20][C@H:21]([C:25]([O:27][CH2:28][CH:29]([CH2:32][CH:33]=[CH2:34])[CH:30]([C:41](=[O:59])[CH2:42][CH2:43][CH2:44][CH2:45][CH2:46][CH2:47][CH2:48][CH2:49][CH2:50][CH2:51][CH2:52][CH2:53][CH2:54][CH2:55][CH2:56][CH2:57][CH3:58])[OH:31])=[O:26])[CH:22]([CH3:24])[CH3:23])([C:8]1[CH:13]=[CH:12][CH:11]=[CH:10][CH:9]=1)([C:14]1[CH:15]=[CH:16][CH:17]=[CH:18][CH:19]=1)[C:2]1[CH:3]=[CH:4][CH:5]=[CH:6][CH:7]=1, predict the reactants needed to synthesize it.